From a dataset of Forward reaction prediction with 1.9M reactions from USPTO patents (1976-2016). Predict the product of the given reaction. (1) Given the reactants [Cl:1][C:2]1[C:3]([O:29][C@H:30]2[CH2:34][CH2:33][CH2:32][C@@H:31]2[C:35]2[N:39]([CH3:40])[N:38]=[CH:37][CH:36]=2)=[CH:4][C:5]([F:28])=[C:6]([S:8]([N:11](CC2C=CC(OC)=CC=2OC)[C:12]2[S:13][CH:14]=[N:15][N:16]=2)(=[O:10])=[O:9])[CH:7]=1.C([SiH](CC)CC)C.FC(F)(F)C(O)=O, predict the reaction product. The product is: [Cl:1][C:2]1[C:3]([O:29][C@H:30]2[CH2:34][CH2:33][CH2:32][C@@H:31]2[C:35]2[N:39]([CH3:40])[N:38]=[CH:37][CH:36]=2)=[CH:4][C:5]([F:28])=[C:6]([S:8]([NH:11][C:12]2[S:13][CH:14]=[N:15][N:16]=2)(=[O:9])=[O:10])[CH:7]=1. (2) Given the reactants Br[C:2]1[N:7]=[C:6]([C:8]2[CH:13]=[CH:12][C:11]([NH:14][C:15]([C:17]3[C:18](=[O:30])[N:19]([C:24]4[CH:29]=[CH:28][CH:27]=[CH:26][CH:25]=4)[N:20]([CH3:23])[C:21]=3[CH3:22])=[O:16])=[CH:10][CH:9]=2)[C:5](/[N:31]=C/N(C)C)=[N:4][CH:3]=1.[NH:36]1[CH2:41][CH2:40][CH2:39][CH2:38][CH2:37]1, predict the reaction product. The product is: [NH2:31][C:5]1[C:6]([C:8]2[CH:9]=[CH:10][C:11]([NH:14][C:15]([C:17]3[C:18](=[O:30])[N:19]([C:24]4[CH:29]=[CH:28][CH:27]=[CH:26][CH:25]=4)[N:20]([CH3:23])[C:21]=3[CH3:22])=[O:16])=[CH:12][CH:13]=2)=[N:7][C:2]([N:36]2[CH2:41][CH2:40][CH2:39][CH2:38][CH2:37]2)=[CH:3][N:4]=1. (3) Given the reactants [Br:1][C:2]1[C:7]2[O:8][CH:9]([C:13](OCC)=[O:14])[CH2:10][N:11]([CH3:12])[C:6]=2[CH:5]=[CH:4][CH:3]=1.[BH4-].[Li+].O, predict the reaction product. The product is: [Br:1][C:2]1[C:7]2[O:8][CH:9]([CH2:13][OH:14])[CH2:10][N:11]([CH3:12])[C:6]=2[CH:5]=[CH:4][CH:3]=1. (4) Given the reactants [NH2:1][C:2]1[C:9]([Br:10])=[CH:8][CH:7]=[CH:6][C:3]=1[C:4]#[N:5].CO[C:13]1[CH2:17][N:16]([CH2:18][CH2:19][CH3:20])[C:15](=[O:21])[CH:14]=1, predict the reaction product. The product is: [Br:10][C:9]1[C:2]([NH:1][C:13]2[CH2:17][N:16]([CH2:18][CH2:19][CH3:20])[C:15](=[O:21])[CH:14]=2)=[C:3]([CH:6]=[CH:7][CH:8]=1)[C:4]#[N:5]. (5) Given the reactants [Br:1][C:2]1[C:3]([NH:18][C@H:19]([CH3:22])[CH2:20][OH:21])=[N:4][C:5]([NH:8][C:9]2[CH:10]=[C:11]([S:14](F)(=[O:16])=[O:15])[S:12][CH:13]=2)=[N:6][CH:7]=1.[NH2:23][CH2:24][CH:25]1[CH2:27][CH2:26]1.C(N(CC)CC)C, predict the reaction product. The product is: [CH:25]1([CH2:24][NH:23][S:14]([C:11]2[S:12][CH:13]=[C:9]([NH:8][C:5]3[N:4]=[C:3]([NH:18][CH:19]([CH3:22])[CH2:20][OH:21])[C:2]([Br:1])=[CH:7][N:6]=3)[CH:10]=2)(=[O:16])=[O:15])[CH2:27][CH2:26]1. (6) Given the reactants [O:1]([CH2:8][CH2:9][OH:10])[C:2]1[CH:7]=[CH:6][CH:5]=[CH:4][CH:3]=1.[OH-].[K+].S(=O)(=O)(O)O, predict the reaction product. The product is: [O:1]([CH2:8][CH2:9][OH:10])[C:2]1[CH:7]=[CH:6][CH:5]=[CH:4][CH:3]=1.[CH3:3][CH2:2][O:1][CH2:8][CH3:9]. (7) The product is: [Cl:21][C:17]1[CH:18]=[C:19]2[C:14](=[CH:15][CH:16]=1)[C:13](=[O:22])[N:12]([C:7]1[C:6]3[CH2:5][CH2:4][CH2:3][CH:2]([NH:1][S:32]([CH2:30][CH3:31])(=[O:34])=[O:33])[C:11]=3[CH:10]=[N:9][CH:8]=1)[CH2:20]2. Given the reactants [NH2:1][CH:2]1[C:11]2[CH:10]=[N:9][CH:8]=[C:7]([N:12]3[CH2:20][C:19]4[C:14](=[CH:15][CH:16]=[C:17]([Cl:21])[CH:18]=4)[C:13]3=[O:22])[C:6]=2[CH2:5][CH2:4][CH2:3]1.CCN(CC)CC.[CH2:30]([S:32](Cl)(=[O:34])=[O:33])[CH3:31], predict the reaction product. (8) Given the reactants Cl[C:2]1[CH:7]=[C:6]([CH2:8][NH:9][C:10]([C@@H:12]2[CH2:16][C@@H:15]([F:17])[CH2:14][N:13]2[C:18]([O:20][C:21]([CH3:24])([CH3:23])[CH3:22])=[O:19])=[O:11])[CH:5]=[C:4]([C:25]2[CH:26]=[N:27][C:28]([C:31]([F:34])([F:33])[F:32])=[N:29][CH:30]=2)[N:3]=1.[CH3:35]B1OB(C)OB(C)O1.C(=O)([O-])[O-].[K+].[K+], predict the reaction product. The product is: [F:17][C@H:15]1[CH2:14][N:13]([C:18]([O:20][C:21]([CH3:24])([CH3:23])[CH3:22])=[O:19])[C@H:12]([C:10](=[O:11])[NH:9][CH2:8][C:6]2[CH:5]=[C:4]([C:25]3[CH:26]=[N:27][C:28]([C:31]([F:34])([F:33])[F:32])=[N:29][CH:30]=3)[N:3]=[C:2]([CH3:35])[CH:7]=2)[CH2:16]1. (9) The product is: [CH:6]1([CH2:5][C@H:2]([NH:1][C:41]([C:39]2[CH:38]=[CH:37][C:30]3[N:31]([CH:32]([CH2:33][CH3:34])[CH2:35][CH3:36])[C:27]([CH2:26][CH:21]4[CH2:25][CH2:24][CH2:23][CH2:22]4)=[N:28][C:29]=3[CH:40]=2)=[O:42])[CH2:3][OH:4])[CH2:11][CH2:10][CH2:9][CH2:8][CH2:7]1. Given the reactants [NH2:1][C@@H:2]([CH2:5][CH:6]1[CH2:11][CH2:10][CH2:9][CH2:8][CH2:7]1)[CH2:3][OH:4].CCN(C(C)C)C(C)C.[CH:21]1([CH2:26][C:27]2[N:31]([CH:32]([CH2:35][CH3:36])[CH2:33][CH3:34])[C:30]3[CH:37]=[CH:38][C:39]([C:41](Cl)=[O:42])=[CH:40][C:29]=3[N:28]=2)[CH2:25][CH2:24][CH2:23][CH2:22]1, predict the reaction product. (10) Given the reactants C(OC([N:8]([CH2:28][C:29]1[S:33][C:32]([C:34]([O:36][CH2:37]C)=[O:35])=[N:31][N:30]=1)[C:9]1[CH:14]=[C:13]([O:15][CH2:16][C@H:17]2[CH2:19][C@@H:18]2[C:20]2[CH:25]=[CH:24][C:23]([CH3:26])=[CH:22][N:21]=2)[N:12]=[C:11]([CH3:27])[N:10]=1)=O)(C)(C)C, predict the reaction product. The product is: [CH3:27][C:11]1[N:10]=[C:9]([NH:8][CH2:28][C:29]2[S:33][C:32]([C:34]([O:36][CH3:37])=[O:35])=[N:31][N:30]=2)[CH:14]=[C:13]([O:15][CH2:16][C@H:17]2[CH2:19][C@@H:18]2[C:20]2[CH:25]=[CH:24][C:23]([CH3:26])=[CH:22][N:21]=2)[N:12]=1.